This data is from Reaction yield outcomes from USPTO patents with 853,638 reactions. The task is: Predict the reaction yield, written as a fraction of the theoretical maximum amount of product (1.0 means a 100% yield; for example, 0.34 means a 34% yield). The product is [OH:8][C:4]1[CH:5]=[N:6][CH:7]=[C:2]([CH:3]=1)[C:9]#[N:10]. The reactants are Br[C:2]1[CH:3]=[C:4]([OH:8])[CH:5]=[N:6][CH:7]=1.[C:9]([Cu])#[N:10]. The catalyst is CN(C=O)C. The yield is 0.390.